This data is from Forward reaction prediction with 1.9M reactions from USPTO patents (1976-2016). The task is: Predict the product of the given reaction. Given the reactants [CH2:1]([C:3]1([CH2:19][CH3:20])[CH2:8][O:7][C:6]2([O:18][CH2:17][C:11]3([CH2:16][CH2:15][CH:14]=[CH:13][CH2:12]3)[CH2:10][O:9]2)[O:5][CH2:4]1)[CH3:2].C([O-])(O)=[O:22].[Na+].C1C=C(Cl)C=C(C(OO)=O)C=1, predict the reaction product. The product is: [CH2:19]([C:3]1([CH2:1][CH3:2])[CH2:8][O:7][C:6]2([O:9][CH2:10][C:11]3([CH2:16][CH2:15][CH:14]4[O:22][CH:13]4[CH2:12]3)[CH2:17][O:18]2)[O:5][CH2:4]1)[CH3:20].